From a dataset of Catalyst prediction with 721,799 reactions and 888 catalyst types from USPTO. Predict which catalyst facilitates the given reaction. Reactant: [F:1][C:2]1([F:18])[CH2:7][O:6][C:5]([NH2:8])=[N:4][C@:3]1([CH2:16][F:17])[C:9]1[CH:14]=[CH:13][CH:12]=[CH:11][C:10]=1[F:15].S(=O)(=O)(O)O.[N+:24]([O-])([OH:26])=[O:25].[OH-].[Na+]. The catalyst class is: 6. Product: [F:18][C:2]1([F:1])[CH2:7][O:6][C:5]([NH2:8])=[N:4][C@:3]1([CH2:16][F:17])[C:9]1[CH:14]=[C:13]([N+:24]([O-:26])=[O:25])[CH:12]=[CH:11][C:10]=1[F:15].